This data is from Forward reaction prediction with 1.9M reactions from USPTO patents (1976-2016). The task is: Predict the product of the given reaction. (1) Given the reactants C([Li])CCC.[CH3:6][O:7][CH2:8][N:9]1[CH:13]=[CH:12][N:11]=[C:10]1[C:14]1[CH:19]=[CH:18][CH:17]=[CH:16][N:15]=1.[C:20]1([C:26]2[N:31]=[C:30]([C:32]([C:34]3[CH:39]=[CH:38][CH:37]=[C:36]([C:40]4[CH:45]=[CH:44][CH:43]=[CH:42][CH:41]=4)[N:35]=3)=[O:33])[CH:29]=[CH:28][CH:27]=2)[CH:25]=[CH:24][CH:23]=[CH:22][CH:21]=1.[Cl-].[NH4+], predict the reaction product. The product is: [C:20]1([C:26]2[N:31]=[C:30]([C:32]([C:34]3[CH:39]=[CH:38][CH:37]=[C:36]([C:40]4[CH:41]=[CH:42][CH:43]=[CH:44][CH:45]=4)[N:35]=3)([C:12]3[NH:11][CH:10]([C:14]4[CH:19]=[CH:18][CH:17]=[CH:16][N:15]=4)[N:9]([CH2:8][O:7][CH3:6])[CH:13]=3)[OH:33])[CH:29]=[CH:28][CH:27]=2)[CH:21]=[CH:22][CH:23]=[CH:24][CH:25]=1. (2) Given the reactants [O:1]([CH2:8][C:9]([NH:11][C:12]1[C:13]2[N:14]=[CH:15][N:16]([C:26]=2[N:27]=[CH:28][N:29]=1)[C@@H:17]1[O:25][C@H:22]([CH2:23][OH:24])[C@@H:20]([OH:21])[C@H:18]1[OH:19])=[O:10])[C:2]1[CH:7]=[CH:6][CH:5]=[CH:4][CH:3]=1.[CH3:30][Si:31](Cl)([CH3:36])[C:32]([CH3:35])([CH3:34])[CH3:33].C(=O)(O)[O-].[Na+], predict the reaction product. The product is: [Si:31]([O:24][CH2:23][C@H:22]1[O:25][C@@H:17]([N:16]2[C:26]3[N:27]=[CH:28][N:29]=[C:12]([NH:11][C:9](=[O:10])[CH2:8][O:1][C:2]4[CH:3]=[CH:4][CH:5]=[CH:6][CH:7]=4)[C:13]=3[N:14]=[CH:15]2)[C@H:18]([OH:19])[C@@H:20]1[OH:21])([C:32]([CH3:35])([CH3:34])[CH3:33])([CH3:36])[CH3:30]. (3) The product is: [NH2:35][C:36]1([C:40]2[CH:41]=[CH:42][C:43]([C:46]3[C:47]([C:60]4[CH:61]=[CH:62][CH:63]=[CH:64][CH:65]=4)=[CH:48][C:49]4[N:54]5[C:55](=[O:58])[NH:56][N:57]=[C:53]5[CH2:52][O:51][C:50]=4[N:59]=3)=[CH:44][CH:45]=2)[CH2:39][CH2:38][CH2:37]1. Given the reactants NC1(C2C=CC(C3C(C4C=CC=CC=4)=CC4C(=O)CCCC=4N=3)=CC=2)CCC1.C(OC(=O)[NH:35][C:36]1([C:40]2[CH:45]=[CH:44][C:43]([C:46]3[C:47]([C:60]4[CH:65]=[CH:64][CH:63]=[CH:62][CH:61]=4)=[CH:48][C:49]4[N:54]5[C:55](=[O:58])[NH:56][N:57]=[C:53]5[CH2:52][O:51][C:50]=4[N:59]=3)=[CH:42][CH:41]=2)[CH2:39][CH2:38][CH2:37]1)(C)(C)C, predict the reaction product. (4) The product is: [CH:14]1([C:12]([C:6]2[CH:7]=[N:8][C:9]3[C:4]([C:5]=2[NH:17][C:18]2[CH:32]=[CH:31][C:21]([CH2:22][NH:23][C:24](=[O:30])[O:25][C:26]([CH3:29])([CH3:28])[CH3:27])=[CH:20][CH:19]=2)=[CH:3][C:2]([C:38]2[CH:39]=[C:34]([Cl:33])[C:35]([OH:50])=[C:36]([Cl:49])[CH:37]=2)=[CH:11][CH:10]=3)=[O:13])[CH2:16][CH2:15]1. Given the reactants Br[C:2]1[CH:3]=[C:4]2[C:9](=[CH:10][CH:11]=1)[N:8]=[CH:7][C:6]([C:12]([CH:14]1[CH2:16][CH2:15]1)=[O:13])=[C:5]2[NH:17][C:18]1[CH:32]=[CH:31][C:21]([CH2:22][NH:23][C:24](=[O:30])[O:25][C:26]([CH3:29])([CH3:28])[CH3:27])=[CH:20][CH:19]=1.[Cl:33][C:34]1[CH:39]=[C:38](B2OC(C)(C)C(C)(C)O2)[CH:37]=[C:36]([Cl:49])[C:35]=1[OH:50], predict the reaction product. (5) Given the reactants [C:1]([C:5]1[N:10]=[C:9]2[N:11]([CH2:14][C:15]3[CH:20]=[CH:19][C:18]([O:21][CH3:22])=[CH:17][CH:16]=3)[N:12]=[CH:13][C:8]2=[C:7](Cl)[N:6]=1)([CH3:4])([CH3:3])[CH3:2].Cl.[F:25][C:26]1([F:31])[CH2:30][CH2:29][NH:28][CH2:27]1.CCN(C(C)C)C(C)C, predict the reaction product. The product is: [C:1]([C:5]1[N:10]=[C:9]2[N:11]([CH2:14][C:15]3[CH:20]=[CH:19][C:18]([O:21][CH3:22])=[CH:17][CH:16]=3)[N:12]=[CH:13][C:8]2=[C:7]([N:28]2[CH2:29][CH2:30][C:26]([F:31])([F:25])[CH2:27]2)[N:6]=1)([CH3:4])([CH3:3])[CH3:2]. (6) Given the reactants C(N(CC)C(C)C)(C)C.[Cl:10][C:11]1[N:12]=[CH:13][C:14]([C:17]([OH:19])=O)=[N:15][CH:16]=1.Cl.[F:21][C:22]([F:27])([F:26])[C@H:23]([NH2:25])[CH3:24].C([O-])(O)=O.[Na+], predict the reaction product. The product is: [Cl:10][C:11]1[N:12]=[CH:13][C:14]([C:17]([NH:25][C@H:23]([CH3:24])[C:22]([F:27])([F:26])[F:21])=[O:19])=[N:15][CH:16]=1.